From a dataset of Catalyst prediction with 721,799 reactions and 888 catalyst types from USPTO. Predict which catalyst facilitates the given reaction. (1) Reactant: Cl.[NH2:2][CH:3]([C:5]1[CH:10]=[CH:9][N:8]=[C:7]([NH:11][C:12](=[O:16])[CH:13]([CH3:15])[CH3:14])[CH:6]=1)[CH3:4].Cl[C:18](OC1C=CC([N+]([O-])=O)=CC=1)=[O:19].C(N(CC)CC)C.Cl.[F:38][C:39]([F:51])([F:50])[C:40]1[CH:41]=[C:42]2[C:47](=[CH:48][CH:49]=1)[CH2:46][NH:45][CH2:44][CH2:43]2.C1CCN2C(=NCCC2)CC1. Product: [C:12]([NH:11][C:7]1[CH:6]=[C:5]([CH:3]([NH:2][C:18]([N:45]2[CH2:44][CH2:43][C:42]3[C:47](=[CH:48][CH:49]=[C:40]([C:39]([F:38])([F:50])[F:51])[CH:41]=3)[CH2:46]2)=[O:19])[CH3:4])[CH:10]=[CH:9][N:8]=1)(=[O:16])[CH:13]([CH3:15])[CH3:14]. The catalyst class is: 91. (2) Reactant: [Cl:1][C:2]([Cl:35])([Cl:34])[CH2:3][O:4][C:5](=[O:33])[CH:6]([S:23][CH2:24][CH2:25][C:26]1[CH:31]=[CH:30][C:29]([F:32])=[CH:28][CH:27]=1)[CH2:7][C:8]1[CH:13]=[CH:12][C:11]([C:14](C)(C)[O:15][SiH2]C(C)(C)C)=[CH:10][CH:9]=1.Cl.O. Product: [Cl:34][C:2]([Cl:1])([Cl:35])[CH2:3][O:4][C:5](=[O:33])[CH:6]([S:23][CH2:24][CH2:25][C:26]1[CH:27]=[CH:28][C:29]([F:32])=[CH:30][CH:31]=1)[CH2:7][C:8]1[CH:9]=[CH:10][C:11]([CH2:14][OH:15])=[CH:12][CH:13]=1. The catalyst class is: 10. (3) Reactant: [CH2:1]1[C:7]2=[C:8]3[C:12](=[CH:13][CH:14]=[C:6]2[O:5][CH2:4][CH2:3][N:2]1C(OC(C)(C)C)=O)[NH:11][CH:10]=[CH:9]3.[H-].[Na+].CN(C=O)C.[C:29]1([S:39](Cl)(=[O:41])=[O:40])[C:38]2[C:33](=[CH:34][CH:35]=[CH:36][CH:37]=2)[CH:32]=[CH:31][CH:30]=1. Product: [C:29]1([S:39]([N:11]2[C:12]3[C:8](=[C:7]4[CH2:1][NH:2][CH2:3][CH2:4][O:5][C:6]4=[CH:14][CH:13]=3)[CH:9]=[CH:10]2)(=[O:41])=[O:40])[C:38]2[C:33](=[CH:34][CH:35]=[CH:36][CH:37]=2)[CH:32]=[CH:31][CH:30]=1. The catalyst class is: 547. (4) The catalyst class is: 14. Reactant: [F:1][C:2]([F:7])([F:6])[C:3]([OH:5])=[O:4].[CH3:8][O:9][C:10]1[C:11]([CH2:28][N:29]([CH3:31])[CH3:30])=[C:12]2[C:16](=[CH:17][CH:18]=1)[N:15](S(C1C=CC=CC=1)(=O)=O)[CH:14]=[CH:13]2.[OH-].[Na+]. Product: [F:1][C:2]([F:7])([F:6])[C:3]([OH:5])=[O:4].[CH3:8][O:9][C:10]1[C:11]([CH2:28][N:29]([CH3:30])[CH3:31])=[C:12]2[C:16](=[CH:17][CH:18]=1)[NH:15][CH:14]=[CH:13]2.